This data is from CYP3A4 inhibition data for predicting drug metabolism from PubChem BioAssay. The task is: Regression/Classification. Given a drug SMILES string, predict its absorption, distribution, metabolism, or excretion properties. Task type varies by dataset: regression for continuous measurements (e.g., permeability, clearance, half-life) or binary classification for categorical outcomes (e.g., BBB penetration, CYP inhibition). Dataset: cyp3a4_veith. (1) The molecule is CCn1c2ccccc2c2cc(/C=N/n3cn[nH]c3=S)ccc21. The result is 1 (inhibitor). (2) The drug is CCOC(=O)Cc1csc(NC(=O)c2ccc(S(=O)(=O)N3CCCCC3)cc2)n1. The result is 0 (non-inhibitor). (3) The drug is COc1cccc(Cn2c(=O)c(-c3cn(C)c4ccccc34)nc3cnc(N4CCOCC4)nc32)c1. The result is 0 (non-inhibitor). (4) The molecule is CCCCCC(=O)Nc1cccc(-c2nc3ncccc3o2)c1. The result is 1 (inhibitor). (5) The drug is O=C(N/N=C/c1ccco1)c1ccccn1. The result is 0 (non-inhibitor). (6) The molecule is COc1ccc(C(=O)c2ccccc2)cc1Br. The result is 0 (non-inhibitor). (7) The compound is N[C@@H](Cc1ccccc1)C(=O)O. The result is 0 (non-inhibitor).